The task is: Binary Classification. Given a T-cell receptor sequence (or CDR3 region) and an epitope sequence, predict whether binding occurs between them.. This data is from TCR-epitope binding with 47,182 pairs between 192 epitopes and 23,139 TCRs. (1) The epitope is RPRGEVRFL. The TCR CDR3 sequence is CSALRDNYNSPLHF. Result: 1 (the TCR binds to the epitope). (2) The epitope is RTLNAWVKV. The TCR CDR3 sequence is CASSVAELAGGTDTQYF. Result: 0 (the TCR does not bind to the epitope). (3) The epitope is SEVGPEHSLAEY. The TCR CDR3 sequence is CASSSRGSGYGYTF. Result: 1 (the TCR binds to the epitope). (4) The epitope is EHPTFTSQYRIQGKL. The TCR CDR3 sequence is CASSTGISYEQYF. Result: 0 (the TCR does not bind to the epitope). (5) The TCR CDR3 sequence is CASSLGQSTQYF. The epitope is LLWNGPMAV. Result: 0 (the TCR does not bind to the epitope).